This data is from Forward reaction prediction with 1.9M reactions from USPTO patents (1976-2016). The task is: Predict the product of the given reaction. (1) Given the reactants [CH3:1][NH:2][C:3]1[CH:11]=[CH:10][C:6]([C:7]([OH:9])=[O:8])=[CH:5][C:4]=1[N+:12]([O-])=O.[H][H].[CH3:17]N(C=O)C, predict the reaction product. The product is: [CH3:1][N:2]1[C:3]2[CH:11]=[CH:10][C:6]([C:7]([OH:9])=[O:8])=[CH:5][C:4]=2[N:12]=[CH:17]1. (2) Given the reactants C([O:4][CH2:5][C:6]([N:8]([CH2:10][C:11]1[C:12]([CH:36](OC)[O:37]C)=[N:13][C:14]2[N:15]([C:21](=[O:35])[NH:22][C:23]3[CH:28]=[C:27]([O:29][CH:30]([CH3:32])[CH3:31])[C:26]([C:33]#[N:34])=[CH:25][N:24]=3)[CH2:16][CH2:17][CH2:18][C:19]=2[CH:20]=1)[CH3:9])=[O:7])(=O)C.Cl, predict the reaction product. The product is: [C:33]([C:26]1[C:27]([O:29][CH:30]([CH3:32])[CH3:31])=[CH:28][C:23]([NH:22][C:21]([N:15]2[C:14]3[C:19](=[CH:20][C:11]([CH2:10][N:8]([CH3:9])[C:6](=[O:7])[CH2:5][OH:4])=[C:12]([CH:36]=[O:37])[N:13]=3)[CH2:18][CH2:17][CH2:16]2)=[O:35])=[N:24][CH:25]=1)#[N:34]. (3) Given the reactants [NH2:1][C:2]1[CH:3]=[CH:4][C:5]([N:10]2[CH2:15][CH2:14][N:13]([CH:16]([C:23]3[CH:28]=[CH:27][C:26]([Cl:29])=[CH:25][CH:24]=3)[C:17]3[CH:22]=[CH:21][CH:20]=[CH:19][CH:18]=3)[CH2:12][CH2:11]2)=[C:6]([CH:9]=1)[C:7]#[N:8].C(N(CC)CC)C.[CH2:37]([CH:39]([CH2:43][CH3:44])[C:40](Cl)=[O:41])[CH3:38], predict the reaction product. The product is: [Cl:29][C:26]1[CH:25]=[CH:24][C:23]([CH:16]([C:17]2[CH:22]=[CH:21][CH:20]=[CH:19][CH:18]=2)[N:13]2[CH2:12][CH2:11][N:10]([C:5]3[CH:4]=[CH:3][C:2]([NH:1][C:40](=[O:41])[CH:39]([CH2:43][CH3:44])[CH2:37][CH3:38])=[CH:9][C:6]=3[C:7]#[N:8])[CH2:15][CH2:14]2)=[CH:28][CH:27]=1. (4) Given the reactants [CH3:1][O:2][CH2:3][CH2:4][O:5][CH2:6][C:7]([OH:9])=O.ClC(OCC(C)C)=O.[NH2:18][C:19]1[CH:24]=[CH:23][CH:22]=[C:21]([NH2:25])[N:20]=1.C(=O)(O)[O-].[Na+], predict the reaction product. The product is: [NH2:18][C:19]1[N:20]=[C:21]([NH:25][C:7](=[O:9])[CH2:6][O:5][CH2:4][CH2:3][O:2][CH3:1])[CH:22]=[CH:23][CH:24]=1. (5) Given the reactants [F:1][C:2]1[CH:11]=[C:10]2[C:5]([CH:6]=[CH:7][CH:8]=[C:9]2[NH2:12])=[CH:4][CH:3]=1.[H+].[B-:14]([F:18])([F:17])([F:16])[F:15].[N:19]([O-])=O.[Na+], predict the reaction product. The product is: [F:15][B-:14]([F:18])([F:17])[F:16].[F:1][C:2]1[CH:11]=[C:10]2[C:5]([CH:6]=[CH:7][CH:8]=[C:9]2[N+:12]#[N:19])=[CH:4][CH:3]=1. (6) Given the reactants Cl[C:2]1[C:11]2[C:6](=[CH:7][CH:8]=[C:9]([O:12][C:13]([F:16])([F:15])[F:14])[CH:10]=2)[O:5][C:4](=[O:17])[CH:3]=1.[O:18]1[C:22]2[CH:23]=[CH:24][C:25]([CH2:27][N:28]3[CH2:33][CH2:32][CH:31]([NH2:34])[CH2:30][CH2:29]3)=[CH:26][C:21]=2[O:20][CH2:19]1.C(N(CC)CC)C, predict the reaction product. The product is: [O:18]1[C:22]2[CH:23]=[CH:24][C:25]([CH2:27][N:28]3[CH2:33][CH2:32][CH:31]([NH:34][C:2]4[C:11]5[C:6](=[CH:7][CH:8]=[C:9]([O:12][C:13]([F:16])([F:15])[F:14])[CH:10]=5)[O:5][C:4](=[O:17])[CH:3]=4)[CH2:30][CH2:29]3)=[CH:26][C:21]=2[O:20][CH2:19]1.